From a dataset of Catalyst prediction with 721,799 reactions and 888 catalyst types from USPTO. Predict which catalyst facilitates the given reaction. (1) Product: [CH2:19]([N:18]([CH2:11][C:12]1[CH:17]=[CH:16][CH:15]=[CH:14][CH:13]=1)[C@@H:7]1[CH2:8][C@H:5]([C:3]([N:2]([CH3:10])[CH3:1])=[O:4])[CH2:6]1)[C:20]1[CH:25]=[CH:24][CH:23]=[CH:22][CH:21]=1. The catalyst class is: 68. Reactant: [CH3:1][N:2]([CH3:10])[C:3]([CH:5]1[CH2:8][C:7](=O)[CH2:6]1)=[O:4].[CH2:11]([NH:18][CH2:19][C:20]1[CH:25]=[CH:24][CH:23]=[CH:22][CH:21]=1)[C:12]1[CH:17]=[CH:16][CH:15]=[CH:14][CH:13]=1.C(O[BH-](OC(=O)C)OC(=O)C)(=O)C.[Na+].C(O)(=O)C. (2) Reactant: [Cl:1][C:2]1[N:3]=[C:4]([O:14][CH:15]2[CH2:32][CH:31]3[N:17]([C:18](=[O:38])[N:19]([CH3:37])[CH2:20][CH2:21][CH2:22][CH2:23][CH:24]=[CH:25][CH:26]4[C:28]([C:34]([OH:36])=O)([NH:29][C:30]3=[O:33])[CH2:27]4)[CH2:16]2)[C:5]2[C:10]([CH:11]=1)=[CH:9][C:8]([O:12][CH3:13])=[CH:7][CH:6]=2.C(N1C=CN=C1)(N1C=CN=C1)=O.[CH:51]1([S:54]([NH2:57])(=[O:56])=[O:55])[CH2:53][CH2:52]1.C1CCN2C(=NCCC2)CC1. Product: [Cl:1][C:2]1[N:3]=[C:4]([O:14][CH:15]2[CH2:32][CH:31]3[N:17]([C:18](=[O:38])[N:19]([CH3:37])[CH2:20][CH2:21][CH2:22][CH2:23][CH:24]=[CH:25][CH:26]4[C:28]([C:34]([NH:57][S:54]([CH:51]5[CH2:53][CH2:52]5)(=[O:56])=[O:55])=[O:36])([NH:29][C:30]3=[O:33])[CH2:27]4)[CH2:16]2)[C:5]2[C:10]([CH:11]=1)=[CH:9][C:8]([O:12][CH3:13])=[CH:7][CH:6]=2. The catalyst class is: 1. (3) Reactant: [CH3:1][CH:2]1[CH2:6][CH2:5][CH2:4][N:3]1[C:7]1[N:12]=[CH:11][C:10](B2OC(C)(C)C(C)(C)O2)=[CH:9][N:8]=1.Br[C:23]1[CH:24]=[C:25]([CH:45]=[CH:46][CH:47]=1)[CH2:26][NH:27][C:28](=[O:44])[CH2:29][N:30]([CH:41]([CH3:43])[CH3:42])[S:31]([C:34]1[CH:39]=[CH:38][C:37]([F:40])=[CH:36][CH:35]=1)(=[O:33])=[O:32].[O-]P([O-])([O-])=O.[K+].[K+].[K+].CC#N. Product: [F:40][C:37]1[CH:38]=[CH:39][C:34]([S:31]([N:30]([CH2:29][C:28]([NH:27][CH2:26][C:25]2[CH:24]=[CH:23][CH:47]=[C:46]([C:10]3[CH:11]=[N:12][C:7]([N:3]4[CH2:4][CH2:5][CH2:6][CH:2]4[CH3:1])=[N:8][CH:9]=3)[CH:45]=2)=[O:44])[CH:41]([CH3:43])[CH3:42])(=[O:33])=[O:32])=[CH:35][CH:36]=1. The catalyst class is: 263. (4) Reactant: Cl.[NH2:2][C@H:3]([C:5]1[C:6](=[O:17])[NH:7][C:8]2[C:13]([CH:14]=1)=[CH:12][C:11]([Cl:15])=[C:10]([F:16])[CH:9]=2)[CH3:4].F[C:19]1[CH:26]=[CH:25][C:22]([C:23]#[N:24])=[C:21]([CH3:27])[N:20]=1.CCN(C(C)C)C(C)C.O. Product: [Cl:15][C:11]1[CH:12]=[C:13]2[C:8](=[CH:9][C:10]=1[F:16])[NH:7][C:6](=[O:17])[C:5]([C@@H:3]([NH:2][C:19]1[CH:26]=[CH:25][C:22]([C:23]#[N:24])=[C:21]([CH3:27])[N:20]=1)[CH3:4])=[CH:14]2. The catalyst class is: 16. (5) Reactant: FC(F)(F)C(O)=O.[Cl:8][C:9]1[CH:10]=[C:11]([CH:16]2[C:20]([C:23]3[CH:28]=[CH:27][C:26]([Cl:29])=[CH:25][C:24]=3[F:30])([C:21]#[N:22])[CH:19]([CH2:31][C:32]([CH3:35])([CH3:34])[CH3:33])[NH:18][CH:17]2[C:36](O)=[O:37])[CH:12]=[C:13]([F:15])[CH:14]=1.CC1(C)[O:44][C@@H:43]([CH2:45][CH2:46][NH2:47])[CH2:42][O:41]1.CN(C(ON1N=NC2C=CC=NC1=2)=[N+](C)C)C.F[P-](F)(F)(F)(F)F.CCN(C(C)C)C(C)C.Cl. Product: [OH:44][C@H:43]([CH2:42][OH:41])[CH2:45][CH2:46][NH:47][C:36]([CH:17]1[CH:16]([C:11]2[CH:12]=[C:13]([F:15])[CH:14]=[C:9]([Cl:8])[CH:10]=2)[C:20]([C:23]2[CH:28]=[CH:27][C:26]([Cl:29])=[CH:25][C:24]=2[F:30])([C:21]#[N:22])[CH:19]([CH2:31][C:32]([CH3:35])([CH3:33])[CH3:34])[NH:18]1)=[O:37]. The catalyst class is: 539. (6) Reactant: [CH2:1](Br)[CH3:2].[F:4][C:5]1[CH:10]=[CH:9][C:8]([C:11]2[C:12](=[O:25])[NH:13][C:14]([S:23][CH3:24])=[N:15][C:16]=2[C:17]2[CH:22]=[CH:21][N:20]=[CH:19][CH:18]=2)=[CH:7][CH:6]=1.[H-].[Na+].C(O)(=O)C. Product: [CH2:1]([N:13]1[C:12](=[O:25])[C:11]([C:8]2[CH:7]=[CH:6][C:5]([F:4])=[CH:10][CH:9]=2)=[C:16]([C:17]2[CH:22]=[CH:21][N:20]=[CH:19][CH:18]=2)[N:15]=[C:14]1[S:23][CH3:24])[CH3:2]. The catalyst class is: 9.